From a dataset of Catalyst prediction with 721,799 reactions and 888 catalyst types from USPTO. Predict which catalyst facilitates the given reaction. Reactant: [H-].[Na+].[C:3]1([C@@H:9]([OH:24])[C@H:10]([C:18]2[CH:23]=[CH:22][CH:21]=[CH:20][CH:19]=2)[O:11][CH:12]2[CH2:17][CH2:16][CH2:15][CH2:14][O:13]2)[CH:8]=[CH:7][CH:6]=[CH:5][CH:4]=1.Br[CH2:26][C:27]([O:29][C:30]([CH3:33])([CH3:32])[CH3:31])=[O:28]. Product: [C:30]([O:29][C:27]([CH2:26][O:24][C@H:9]([C:3]1[CH:4]=[CH:5][CH:6]=[CH:7][CH:8]=1)[C@H:10]([C:18]1[CH:23]=[CH:22][CH:21]=[CH:20][CH:19]=1)[O:11][CH:12]1[CH2:17][CH2:16][CH2:15][CH2:14][O:13]1)=[O:28])([CH3:33])([CH3:32])[CH3:31]. The catalyst class is: 7.